From a dataset of Catalyst prediction with 721,799 reactions and 888 catalyst types from USPTO. Predict which catalyst facilitates the given reaction. (1) Reactant: [H-].[Na+].Cl[CH2:4][C@H:5]1[CH2:9][CH2:8][C@@H:7]([CH2:10]Cl)[N:6]1[C:12]1[CH:17]=[CH:16][CH:15]=[CH:14][C:13]=1[O:18][CH3:19].[CH3:20][O:21][C:22]1[CH:23]=[C:24]([CH2:28][C:29]#[N:30])[CH:25]=[CH:26][CH:27]=1.O. Product: [CH3:19][O:18][C:13]1[CH:14]=[CH:15][CH:16]=[CH:17][C:12]=1[N:6]1[CH:7]2[CH2:8][CH2:9][CH:5]1[CH2:4][C:28]([C:24]1[CH:25]=[CH:26][CH:27]=[C:22]([O:21][CH3:20])[CH:23]=1)([C:29]#[N:30])[CH2:10]2. The catalyst class is: 9. (2) Reactant: [CH2:1]([C:3]1[CH:13]=[CH:12][C:6]([NH:7][CH2:8][CH:9]([CH3:11])[CH3:10])=[CH:5][CH:4]=1)[CH3:2].[Br:14][C:15]1[CH:24]=[CH:23][C:22]([S:25](Cl)(=[O:27])=[O:26])=[CH:21][C:16]=1[C:17]([O:19][CH3:20])=[O:18]. Product: [Br:14][C:15]1[CH:24]=[CH:23][C:22]([S:25](=[O:27])(=[O:26])[N:7]([C:6]2[CH:12]=[CH:13][C:3]([CH2:1][CH3:2])=[CH:4][CH:5]=2)[CH2:8][CH:9]([CH3:10])[CH3:11])=[CH:21][C:16]=1[C:17]([O:19][CH3:20])=[O:18]. The catalyst class is: 17. (3) Reactant: [OH:1][CH2:2][C:3]1[O:7][N:6]=[C:5]([C:8]([O:10][CH2:11][CH3:12])=[O:9])[CH:4]=1.C1(P(C2C=CC=CC=2)C2C=CC=CC=2)C=CC=CC=1.[CH:32]1[C:41]2[CH2:40][CH2:39][CH2:38][CH2:37][C:36]=2[CH:35]=[CH:34][C:33]=1O.N(C(OC(C)C)=O)=NC(OC(C)C)=O.Cl. Product: [CH:40]1[C:41]2[CH2:32][CH2:33][CH2:34][CH2:35][C:36]=2[CH:37]=[CH:38][C:39]=1[O:1][CH2:2][C:3]1[O:7][N:6]=[C:5]([C:8]([O:10][CH2:11][CH3:12])=[O:9])[CH:4]=1. The catalyst class is: 359. (4) Reactant: [Cl:1][C:2]1[CH:7]=[C:6]([CH2:8][CH2:9][CH:10]=O)[C:5]([C:12]#[N:13])=[CH:4][C:3]=1[NH:14][C:15]1[N:20]=[C:19]([N:21]([CH:31]2[CH2:33][CH2:32]2)[CH2:22][C:23]2[CH:28]=[CH:27][C:26]([O:29][CH3:30])=[CH:25][CH:24]=2)[C:18]2=[N:34][CH:35]=[C:36]([C:37]#[N:38])[N:17]2[N:16]=1.[NH:39]1[CH2:44][CH2:43][CH:42]([C:45]([OH:48])([CH3:47])[CH3:46])[CH2:41][CH2:40]1.CC(O)=O.C([BH3-])#N.[Na+]. Product: [Cl:1][C:2]1[CH:7]=[C:6]([CH2:8][CH2:9][CH2:10][N:39]2[CH2:44][CH2:43][CH:42]([C:45]([OH:48])([CH3:47])[CH3:46])[CH2:41][CH2:40]2)[C:5]([C:12]#[N:13])=[CH:4][C:3]=1[NH:14][C:15]1[N:20]=[C:19]([N:21]([CH:31]2[CH2:32][CH2:33]2)[CH2:22][C:23]2[CH:28]=[CH:27][C:26]([O:29][CH3:30])=[CH:25][CH:24]=2)[C:18]2=[N:34][CH:35]=[C:36]([C:37]#[N:38])[N:17]2[N:16]=1. The catalyst class is: 1. (5) Reactant: C(Cl)(=O)C(Cl)=O.CS(C)=O.[Br:11][C:12]1[C:24]([CH3:25])=[CH:23][C:15]([O:16][CH2:17][CH:18]2[CH2:21][CH:20]([OH:22])[CH2:19]2)=[CH:14][C:13]=1[CH3:26].CCN(CC)CC. Product: [Br:11][C:12]1[C:24]([CH3:25])=[CH:23][C:15]([O:16][CH2:17][CH:18]2[CH2:19][C:20](=[O:22])[CH2:21]2)=[CH:14][C:13]=1[CH3:26]. The catalyst class is: 34. (6) Reactant: Cl[C:2]1[N:7]=[C:6]([Cl:8])[N:5]=[C:4]([N:9]2[CH2:14][CH2:13][O:12][CH2:11][CH2:10]2)[N:3]=1.[CH3:15][NH:16][C:17]([NH:19][C:20]1[CH:25]=[CH:24][C:23](B2OC(C)(C)C(C)(C)O2)=[CH:22][CH:21]=1)=[O:18].C([O-])([O-])=O.[Na+].[Na+]. Product: [Cl:8][C:6]1[N:5]=[C:4]([N:9]2[CH2:14][CH2:13][O:12][CH2:11][CH2:10]2)[N:3]=[C:2]([C:23]2[CH:22]=[CH:21][C:20]([NH:19][C:17]([NH:16][CH3:15])=[O:18])=[CH:25][CH:24]=2)[N:7]=1. The catalyst class is: 104. (7) Reactant: [NH:1]1[CH:5]=[C:4]([CH2:6][N:7]([CH2:29][C:30]2[CH:35]=[CH:34][C:33]([O:36][CH3:37])=[CH:32][CH:31]=2)[C:8]2[C:9](=[O:28])[N:10]([CH3:27])[N:11]=[C:12]([O:14][CH2:15][C@H:16]3[CH2:18][C@@H:17]3[C:19]3[CH:24]=[CH:23][C:22]([O:25][CH3:26])=[CH:21][N:20]=3)[CH:13]=2)[N:3]=[N:2]1.[H-].[Na+].CI.[CH3:42]OC1C=CC(CN(CC2C=NN(C)N=2)C2C(=O)N(C)N=C(OC[C@H]3C[C@@H]3C3C=CC(OC)=CN=3)C=2)=CC=1. Product: [CH3:37][O:36][C:33]1[CH:34]=[CH:35][C:30]([CH2:29][N:7]([CH2:6][C:4]2[N:3]=[N:2][N:1]([CH3:42])[CH:5]=2)[C:8]2[C:9](=[O:28])[N:10]([CH3:27])[N:11]=[C:12]([O:14][CH2:15][C@H:16]3[CH2:18][C@@H:17]3[C:19]3[CH:24]=[CH:23][C:22]([O:25][CH3:26])=[CH:21][N:20]=3)[CH:13]=2)=[CH:31][CH:32]=1. The catalyst class is: 249. (8) Reactant: [CH2:1]([N:8]1[CH2:13][CH2:12][N:11]([CH2:14][CH2:15][CH2:16][NH2:17])[CH2:10][CH2:9]1)[C:2]1[CH:7]=[CH:6][CH:5]=[CH:4][CH:3]=1.[OH-].[Na+].[Cl:20][CH2:21][CH2:22][O:23][C:24](Cl)=[O:25].O. Product: [CH2:1]([N:8]1[CH2:9][CH2:10][N:11]([CH2:14][CH2:15][CH2:16][NH:17][C:24](=[O:25])[O:23][CH2:22][CH2:21][Cl:20])[CH2:12][CH2:13]1)[C:2]1[CH:3]=[CH:4][CH:5]=[CH:6][CH:7]=1. The catalyst class is: 7. (9) Reactant: [CH2:1]([Mg]Br)[CH3:2].C(OP(O[C:14]1[CH2:19][CH2:18][N:17]([C:20]([O:22][C:23]([CH3:26])([CH3:25])[CH3:24])=[O:21])[CH2:16][C:15]=1[C:27]([O:29][CH2:30][CH3:31])=[O:28])(OCC)=O)C.[NH4+].[Cl-]. Product: [CH2:1]([C:14]1[CH2:19][CH2:18][N:17]([C:20]([O:22][C:23]([CH3:24])([CH3:25])[CH3:26])=[O:21])[CH2:16][C:15]=1[C:27]([O:29][CH2:30][CH3:31])=[O:28])[CH3:2]. The catalyst class is: 356. (10) Product: [F:46][C:47]1[CH:54]=[CH:53][C:50]([CH2:51][NH:52][C:21]([C:19]2[NH:18][C:15]3=[N:16][CH:17]=[C:12]([O:11][CH:8]4[CH2:9][CH2:10][N:5]([CH:2]([CH3:4])[CH3:3])[CH2:6][CH2:7]4)[CH:13]=[C:14]3[CH:20]=2)=[O:22])=[CH:49][CH:48]=1. Reactant: Cl.[CH:2]([N:5]1[CH2:10][CH2:9][CH:8]([O:11][C:12]2[CH:13]=[C:14]3[CH:20]=[C:19]([C:21](O)=[O:22])[NH:18][C:15]3=[N:16][CH:17]=2)[CH2:7][CH2:6]1)([CH3:4])[CH3:3].F[B-](F)(F)F.N1(OC(N(C)C)=[N+](C)C)C2C=CC=CC=2N=N1.[F:46][C:47]1[CH:54]=[CH:53][C:50]([CH2:51][NH2:52])=[CH:49][CH:48]=1.C(N(CC)C(C)C)(C)C. The catalyst class is: 3.